This data is from Forward reaction prediction with 1.9M reactions from USPTO patents (1976-2016). The task is: Predict the product of the given reaction. (1) The product is: [F:1][C:2]1[CH:3]=[C:4]([CH:28]=[CH:29][C:30]=1[CH3:31])[CH2:5][C:6]1[C:7]([O:15][C@:16]2([O:25][C@H:24]([CH2:26][O:27][C:33]([O:35][CH2:36][CH3:37])=[O:34])[C@@H:22]([OH:23])[C@H:20]([OH:21])[C@H:18]2[OH:19])[OH:17])=[N:8][N:9]([CH:12]([CH3:14])[CH3:13])[C:10]=1[CH3:11]. Given the reactants [F:1][C:2]1[CH:3]=[C:4]([CH:28]=[CH:29][C:30]=1[CH3:31])[CH2:5][C:6]1[C:7]([O:15][C@:16]2([O:25][C@H:24]([CH2:26][OH:27])[C@@H:22]([OH:23])[C@H:20]([OH:21])[C@H:18]2[OH:19])[OH:17])=[N:8][N:9]([CH:12]([CH3:14])[CH3:13])[C:10]=1[CH3:11].Cl[C:33]([O:35][CH3:36])=[O:34].[CH3:37]C1C=C(C)C=C(C)N=1, predict the reaction product. (2) Given the reactants [NH2:1][CH2:2][C:3]1[N:4]=[C:5]([NH:8][C:9]([NH:11][C:12]2[CH:17]=[CH:16][C:15]([CH3:18])=[CH:14][C:13]=2[C:19]([CH:21]2[CH2:25][CH2:24][CH2:23][CH2:22]2)=[O:20])=[O:10])[S:6][CH:7]=1.[N:26]1([C:31](N)=[NH:32])C=CC=C1.CCN(C(C)C)C(C)C, predict the reaction product. The product is: [CH:21]1([C:19]([C:13]2[CH:14]=[C:15]([CH3:18])[CH:16]=[CH:17][C:12]=2[NH:11][C:9]([NH:8][C:5]2[S:6][CH:7]=[C:3]([CH2:2][NH:1][C:31]([NH2:32])=[NH:26])[N:4]=2)=[O:10])=[O:20])[CH2:25][CH2:24][CH2:23][CH2:22]1. (3) The product is: [C:1]([CH:3]([C:7](=[O:9])[CH3:8])[C:4]([NH2:6])=[S:5])#[N:2]. Given the reactants [C:1]([CH2:3][C:4]([NH2:6])=[S:5])#[N:2].[C:7](Cl)(=[O:9])[CH3:8].O.Cl, predict the reaction product.